Task: Regression. Given a peptide amino acid sequence and an MHC pseudo amino acid sequence, predict their binding affinity value. This is MHC class I binding data.. Dataset: Peptide-MHC class I binding affinity with 185,985 pairs from IEDB/IMGT (1) The peptide sequence is YSSHELWHF. The MHC is HLA-A26:01 with pseudo-sequence HLA-A26:01. The binding affinity (normalized) is 0.0847. (2) The peptide sequence is FPFKYAANF. The MHC is Mamu-A2201 with pseudo-sequence Mamu-A2201. The binding affinity (normalized) is 0.549.